Dataset: Full USPTO retrosynthesis dataset with 1.9M reactions from patents (1976-2016). Task: Predict the reactants needed to synthesize the given product. (1) Given the product [C:8]([C:5]1[N:6]=[CH:7][C:2]([NH:1][C:17]2[CH:22]=[C:21]([NH:23][CH2:24][CH:25]3[CH2:30][CH2:29][CH2:28][N:27]([C:31]([O:33][C:34]([CH3:35])([CH3:37])[CH3:36])=[O:32])[CH2:26]3)[C:20]([N+:38]([O-:40])=[O:39])=[CH:19][N:18]=2)=[N:3][CH:4]=1)#[N:9], predict the reactants needed to synthesize it. The reactants are: [NH2:1][C:2]1[CH:7]=[N:6][C:5]([C:8]#[N:9])=[CH:4][N:3]=1.CC(C)([O-])C.[Na+].Br[C:17]1[CH:22]=[C:21]([NH:23][CH2:24][CH:25]2[CH2:30][CH2:29][CH2:28][N:27]([C:31]([O:33][C:34]([CH3:37])([CH3:36])[CH3:35])=[O:32])[CH2:26]2)[C:20]([N+:38]([O-:40])=[O:39])=[CH:19][N:18]=1. (2) Given the product [C:1]([C:4]1[CH:13]=[C:12]2[C:7]([CH2:8][CH:9]([CH2:20][CH:21]([CH3:23])[CH3:22])[NH:10][CH2:11]2)=[CH:6][CH:5]=1)(=[O:3])[CH3:2], predict the reactants needed to synthesize it. The reactants are: [C:1]([C:4]1[CH:13]=[C:12]2[C:7]([CH2:8][CH:9]([CH2:20][CH:21]([CH3:23])[CH3:22])[N:10](C(=O)C(F)(F)F)[CH2:11]2)=[CH:6][CH:5]=1)(=[O:3])[CH3:2].Cl.C(=O)(O)[O-].[Na+]. (3) The reactants are: Cl[C:2]1[N:10]=[C:9]2[C:5]([N:6]=[CH:7][NH:8]2)=[C:4]([N:11]2[CH2:16][CH2:15][O:14][CH2:13][C@H:12]2[CH3:17])[N:3]=1.C(N(C(C)C)CC)(C)C.Cl.[CH3:28][C@H:29]1[CH2:34][O:33][CH2:32][CH2:31][NH:30]1. Given the product [CH3:28][C@H:29]1[CH2:34][O:33][CH2:32][CH2:31][N:30]1[C:2]1[N:10]=[C:9]2[C:5]([N:6]=[CH:7][NH:8]2)=[C:4]([N:11]2[CH2:16][CH2:15][O:14][CH2:13][C@H:12]2[CH3:17])[N:3]=1, predict the reactants needed to synthesize it. (4) Given the product [N:43]1[CH:44]=[CH:45][CH:46]=[C:41]([C:32]2[N:31]([C:40]3[N:39]=[CH:38][N:37]=[C:35]([NH2:36])[C:34]=3[N:33]=2)[C@@H:10]2[O:11][C@H:12]([CH2:22][OH:23])[C@@H:13]([OH:14])[C@H:9]2[OH:8])[CH:42]=1, predict the reactants needed to synthesize it. The reactants are: [Si]([O:8][C@@H:9]1[C@H:13]([O:14][Si](C(C)(C)C)(C)C)[C@@H:12]([CH2:22][O:23][Si](C(C)(C)C)(C)C)[O:11][C@H:10]1[N:31]1[C:40]2[N:39]=[CH:38][N:37]=[C:35]([NH2:36])[C:34]=2[N:33]=[C:32]1[C:41]1[CH:42]=[N:43][CH:44]=[CH:45][CH:46]=1)(C(C)(C)C)(C)C.CCCC[N+](CCCC)(CCCC)CCCC.[F-].